Dataset: Catalyst prediction with 721,799 reactions and 888 catalyst types from USPTO. Task: Predict which catalyst facilitates the given reaction. (1) Reactant: [O:1]=[C:2]1[NH:6][CH2:5][CH2:4][N:3]1[C:7]1[CH:8]=[CH:9][C:10]([C:15]([N:17]2[CH2:22][CH2:21][N:20]([C:23]3[C:28]([CH3:29])=[CH:27][C:26]([CH3:30])=[C:25]([CH3:31])[N:24]=3)[CH2:19][CH2:18]2)=[O:16])=[C:11]([CH:14]=1)[C:12]#[N:13].FC(F)(F)C(O)=[O:35].S(=O)(=O)(O)O.[OH-].[Na+]. Product: [O:1]=[C:2]1[NH:6][CH2:5][CH2:4][N:3]1[C:7]1[CH:8]=[CH:9][C:10]([C:15]([N:17]2[CH2:18][CH2:19][N:20]([C:23]3[C:28]([CH3:29])=[CH:27][C:26]([CH3:30])=[C:25]([CH3:31])[N:24]=3)[CH2:21][CH2:22]2)=[O:16])=[C:11]([CH:14]=1)[C:12]([NH2:13])=[O:35]. The catalyst class is: 6. (2) Reactant: C12(CS(O)(=O)=O)C(C)(C)C(CC1)CC2=O.[CH2:16]([N:18]1[C:24]2[CH:25]=[CH:26][C:27]([NH2:29])=[CH:28][C:23]=2[O:22][CH2:21][CH2:20][CH2:19]1)[CH3:17].Cl[C:31]1[N:36]=[C:35]([NH:37][C:38]2[CH:43]=[CH:42][C:41]([N:44]3[CH2:49][CH2:48][O:47][CH2:46][CH2:45]3)=[CH:40][C:39]=2[O:50][CH3:51])[C:34]([Cl:52])=[CH:33][N:32]=1.C(=O)([O-])[O-]. Product: [Cl:52][C:34]1[C:35]([NH:37][C:38]2[CH:43]=[CH:42][C:41]([N:44]3[CH2:45][CH2:46][O:47][CH2:48][CH2:49]3)=[CH:40][C:39]=2[O:50][CH3:51])=[N:36][C:31]([NH:29][C:27]2[CH:26]=[CH:25][C:24]3[N:18]([CH2:16][CH3:17])[CH2:19][CH2:20][CH2:21][O:22][C:23]=3[CH:28]=2)=[N:32][CH:33]=1. The catalyst class is: 32. (3) Reactant: [C:1]([O:5][C:6]([N:8]1[C@H:13]([CH3:14])[CH2:12][CH2:11][C@@H:10]([C:15]([OH:17])=O)[CH2:9]1)=[O:7])([CH3:4])([CH3:3])[CH3:2].S(Cl)(Cl)=O.Cl.[NH2:23][CH:24]([C:29](=[O:31])[CH3:30])[C:25]([O:27][CH3:28])=[O:26].CCN(C(C)C)C(C)C. Product: [CH3:28][O:27][C:25](=[O:26])[CH:24]([NH:23][C:15]([C@H:10]1[CH2:9][N:8]([C:6]([O:5][C:1]([CH3:2])([CH3:3])[CH3:4])=[O:7])[C@H:13]([CH3:14])[CH2:12][CH2:11]1)=[O:17])[C:29](=[O:31])[CH3:30]. The catalyst class is: 34. (4) Reactant: [OH:1][C@@H:2]1[CH2:6][NH:5][C@H:4]([C:7]([OH:9])=[O:8])[CH2:3]1.[C:10](O[C:10]([O:12][C:13]([CH3:16])([CH3:15])[CH3:14])=[O:11])([O:12][C:13]([CH3:16])([CH3:15])[CH3:14])=[O:11].[OH-].[Na+].C(O)(=O)CC(CC(O)=O)(C(O)=O)O. Product: [C:13]([O:12][C:10]([N:5]1[CH2:6][C@@H:2]([OH:1])[CH2:3][C@H:4]1[C:7]([OH:9])=[O:8])=[O:11])([CH3:16])([CH3:15])[CH3:14]. The catalyst class is: 20. (5) Reactant: [CH3:1][C:2]1[CH:3]=[C:4]([CH:24]=[CH:25][CH:26]=1)[CH:5]=[N:6][NH:7][C:8]1[CH:13]=[C:12]([N:14]2[CH2:19][CH2:18][O:17][CH2:16][CH2:15]2)[N:11]=[C:10]([CH2:20][CH2:21][CH2:22][OH:23])[N:9]=1.[CH3:27][O:28][C:29]1[CH:30]=[C:31]([N:35]=[C:36]=[O:37])[CH:32]=[CH:33][CH:34]=1.CN(C1C=CC=CN=1)C. Product: [CH3:1][C:2]1[CH:3]=[C:4]([CH:24]=[CH:25][CH:26]=1)[CH:5]=[N:6][NH:7][C:8]1[CH:13]=[C:12]([N:14]2[CH2:19][CH2:18][O:17][CH2:16][CH2:15]2)[N:11]=[C:10]([CH2:20][CH2:21][CH2:22][O:23][C:36](=[O:37])[NH:35][C:31]2[CH:32]=[CH:33][CH:34]=[C:29]([O:28][CH3:27])[CH:30]=2)[N:9]=1. The catalyst class is: 10. (6) Reactant: [CH2:1]([O:3][C:4]([C:6]1[CH:7]=[N:8][NH:9][CH:10]=1)=[O:5])[CH3:2].C([O-])([O-])=O.[Cs+].[Cs+].Br[CH:18]1[CH2:21][O:20][CH2:19]1. Product: [CH2:1]([O:3][C:4]([C:6]1[CH:7]=[N:8][N:9]([CH:18]2[CH2:21][O:20][CH2:19]2)[CH:10]=1)=[O:5])[CH3:2]. The catalyst class is: 3. (7) Reactant: C=O.[Cl:3][C:4]1[CH:29]=[CH:28][C:7]2[N:8]3[C:12]([CH2:13][NH:14][CH2:15][C:6]=2[CH:5]=1)=[N:11][N:10]=[C:9]3[CH:16]1[CH2:21][CH2:20][N:19]([C:22]2[N:27]=[CH:26][CH:25]=[CH:24][N:23]=2)[CH2:18][CH2:17]1.[C:30](O[BH-](OC(=O)C)OC(=O)C)(=O)C.[Na+]. Product: [Cl:3][C:4]1[CH:29]=[CH:28][C:7]2[N:8]3[C:12]([CH2:13][N:14]([CH3:30])[CH2:15][C:6]=2[CH:5]=1)=[N:11][N:10]=[C:9]3[CH:16]1[CH2:21][CH2:20][N:19]([C:22]2[N:23]=[CH:24][CH:25]=[CH:26][N:27]=2)[CH2:18][CH2:17]1. The catalyst class is: 4. (8) Reactant: Br[CH2:2][C:3]([C:5]1[CH:10]=[CH:9][CH:8]=[CH:7][CH:6]=1)=O.[NH2:11][C:12]([NH2:14])=[S:13]. Product: [C:5]1([C:3]2[N:11]=[C:12]([NH2:14])[S:13][CH:2]=2)[CH:10]=[CH:9][CH:8]=[CH:7][CH:6]=1. The catalyst class is: 5. (9) Reactant: [F:1][C:2]1[CH:7]=[C:6]([OH:8])[CH:5]=[C:4]([F:9])[C:3]=1[C:10]1[N:15]=[C:14]([C:16]([O:18][CH3:19])=[O:17])[CH:13]=[CH:12][C:11]=1[F:20].C(=O)([O-])[O-].[K+].[K+].Br[CH2:28][C:29]1([C:35]#[N:36])[CH2:34][CH2:33][O:32][CH2:31][CH2:30]1. Product: [C:35]([C:29]1([CH2:28][O:8][C:6]2[CH:5]=[C:4]([F:9])[C:3]([C:10]3[N:15]=[C:14]([C:16]([O:18][CH3:19])=[O:17])[CH:13]=[CH:12][C:11]=3[F:20])=[C:2]([F:1])[CH:7]=2)[CH2:34][CH2:33][O:32][CH2:31][CH2:30]1)#[N:36]. The catalyst class is: 39. (10) Reactant: [N+:1]([C:4]1[CH:12]=[CH:11][CH:10]=[C:9]2[C:5]=1[CH:6]=[N:7][NH:8]2)([O-])=O.[BH4-].[Na+]. Product: [NH:8]1[C:9]2[CH:10]=[CH:11][CH:12]=[C:4]([NH2:1])[C:5]=2[CH:6]=[N:7]1. The catalyst class is: 8.